This data is from Forward reaction prediction with 1.9M reactions from USPTO patents (1976-2016). The task is: Predict the product of the given reaction. (1) Given the reactants C([O:4][C:5]1[CH:14]=[C:13]([CH2:15]Br)[C:12]([C:17]([F:20])([F:19])[F:18])=[CH:11][C:6]=1[C:7]([O:9][CH3:10])=[O:8])(=O)C.C(N(CC)CC)C.[NH:28]1[CH2:33][CH2:32][CH2:31][CH2:30][CH2:29]1, predict the reaction product. The product is: [OH:4][C:5]1[CH:14]=[C:13]([CH2:15][N:28]2[CH2:33][CH2:32][CH2:31][CH2:30][CH2:29]2)[C:12]([C:17]([F:18])([F:19])[F:20])=[CH:11][C:6]=1[C:7]([O:9][CH3:10])=[O:8]. (2) Given the reactants [O:1]=[C:2]([CH2:8][CH3:9])[CH2:3][C:4]([O:6][CH3:7])=[O:5].[N:10]1([C:15]2[CH:22]=[CH:21][C:18]([CH:19]=O)=[CH:17][CH:16]=2)[CH:14]=[CH:13][CH:12]=[N:11]1.N1CCCCC1.C(O)(=O)C, predict the reaction product. The product is: [N:10]1([C:15]2[CH:22]=[CH:21][C:18]([CH:19]=[C:3]([C:2](=[O:1])[CH2:8][CH3:9])[C:4]([O:6][CH3:7])=[O:5])=[CH:17][CH:16]=2)[CH:14]=[CH:13][CH:12]=[N:11]1. (3) The product is: [CH3:1][C:2]1[CH:7]=[C:6]([CH3:8])[NH:5][C:4](=[O:9])[C:3]=1[CH2:10][NH:11][C:12](=[O:36])[C:13]1[CH:18]=[C:17]([C:19]2[CH:20]=[N:21][C:22]([CH2:25][N:37]3[CH2:42][CH2:41][O:40][CH2:39][CH2:38]3)=[CH:23][CH:24]=2)[CH:16]=[C:15]([N:27]([CH3:34])[CH:28]2[CH2:29][CH2:30][O:31][CH2:32][CH2:33]2)[C:14]=1[CH3:35]. Given the reactants [CH3:1][C:2]1[CH:7]=[C:6]([CH3:8])[NH:5][C:4](=[O:9])[C:3]=1[CH2:10][NH:11][C:12](=[O:36])[C:13]1[CH:18]=[C:17]([C:19]2[CH:20]=[N:21][C:22]([CH:25]=O)=[CH:23][CH:24]=2)[CH:16]=[C:15]([N:27]([CH3:34])[CH:28]2[CH2:33][CH2:32][O:31][CH2:30][CH2:29]2)[C:14]=1[CH3:35].[NH:37]1[CH2:42][CH2:41][O:40][CH2:39][CH2:38]1.C(O)(=O)C.C([BH3-])#N.[Na+], predict the reaction product. (4) Given the reactants [F:1][C:2]1[CH:10]=[CH:9][C:8]([CH2:11][C:12]2[C:21]3[C:16](=[CH:17][CH:18]=[CH:19][CH:20]=3)[C:15](=[O:22])[NH:14][N:13]=2)=[CH:7][C:3]=1[C:4]([OH:6])=O.CN(C(ON1N=NC2C=CC=CC1=2)=[N+](C)C)C.F[P-](F)(F)(F)(F)F.C(N(C(C)C)C(C)C)C.[N:56]1([C:62](=[O:71])[CH2:63][O:64][CH:65]2[CH2:70][CH2:69][NH:68][CH2:67][CH2:66]2)[CH2:61][CH2:60][CH2:59][CH2:58][CH2:57]1, predict the reaction product. The product is: [F:1][C:2]1[CH:10]=[CH:9][C:8]([CH2:11][C:12]2[C:21]3[C:16](=[CH:17][CH:18]=[CH:19][CH:20]=3)[C:15](=[O:22])[NH:14][N:13]=2)=[CH:7][C:3]=1[C:4]([N:68]1[CH2:69][CH2:70][CH:65]([O:64][CH2:63][C:62](=[O:71])[N:56]2[CH2:57][CH2:58][CH2:59][CH2:60][CH2:61]2)[CH2:66][CH2:67]1)=[O:6]. (5) Given the reactants [F:1][C:2]([F:27])([F:26])[C:3]1[CH:8]=[CH:7][C:6]([C:9]2[C:13]3[CH:14]=[CH:15][C:16]([CH2:18][CH2:19][CH2:20]OS(C)(=O)=O)=[CH:17][C:12]=3[S:11][N:10]=2)=[CH:5][CH:4]=1.[CH3:28][NH:29][CH3:30], predict the reaction product. The product is: [CH3:28][N:29]([CH3:30])[CH2:20][CH2:19][CH2:18][C:16]1[CH:15]=[CH:14][C:13]2[C:9]([C:6]3[CH:7]=[CH:8][C:3]([C:2]([F:27])([F:26])[F:1])=[CH:4][CH:5]=3)=[N:10][S:11][C:12]=2[CH:17]=1. (6) Given the reactants [CH:1]1([CH2:5][N:6]2[C:15]3[CH2:14][CH2:13][NH:12][CH2:11][C:10]=3[CH:9]=[C:8]([CH2:16][C:17]3[CH:22]=[CH:21][CH:20]=[CH:19][C:18]=3[F:23])[C:7]2=[O:24])[CH2:4][CH2:3][CH2:2]1.CCN(C(C)C)C(C)C.[CH3:34][S:35](Cl)(=[O:37])=[O:36], predict the reaction product. The product is: [CH:1]1([CH2:5][N:6]2[C:15]3[CH2:14][CH2:13][N:12]([S:35]([CH3:34])(=[O:37])=[O:36])[CH2:11][C:10]=3[CH:9]=[C:8]([CH2:16][C:17]3[CH:22]=[CH:21][CH:20]=[CH:19][C:18]=3[F:23])[C:7]2=[O:24])[CH2:4][CH2:3][CH2:2]1. (7) Given the reactants [CH3:1][C:2]1[CH:7]=[CH:6][C:5]([S:8]([O:11][C@H:12]2[C@:16]([OH:18])([CH3:17])[CH:15]([OH:19])[O:14][C@@H:13]2[CH2:20][O:21][Si:22]([C:35]([CH3:38])([CH3:37])[CH3:36])([C:29]2[CH:34]=[CH:33][CH:32]=[CH:31][CH:30]=2)[C:23]2[CH:28]=[CH:27][CH:26]=[CH:25][CH:24]=2)(=[O:10])=[O:9])=[CH:4][CH:3]=1.CO[C:41](OC)([CH3:43])[CH3:42].CC1C=CC(S(O)(=O)=O)=CC=1.C([O-])(O)=O.[Na+], predict the reaction product. The product is: [CH3:1][C:2]1[CH:3]=[CH:4][C:5]([S:8]([O:11][C@H:12]2[C@@:16]3([CH3:17])[O:18][C:41]([CH3:43])([CH3:42])[O:19][CH:15]3[O:14][C@@H:13]2[CH2:20][O:21][Si:22]([C:35]([CH3:38])([CH3:37])[CH3:36])([C:29]2[CH:30]=[CH:31][CH:32]=[CH:33][CH:34]=2)[C:23]2[CH:28]=[CH:27][CH:26]=[CH:25][CH:24]=2)(=[O:10])=[O:9])=[CH:6][CH:7]=1. (8) Given the reactants [Cl:1][C:2]1[CH:3]=[CH:4][C:5]([N+:11]([O-])=O)=[C:6]([C:8](=[O:10])[CH3:9])[CH:7]=1.C.[H][H], predict the reaction product. The product is: [NH2:11][C:5]1[CH:4]=[CH:3][C:2]([Cl:1])=[CH:7][C:6]=1[C:8](=[O:10])[CH3:9]. (9) Given the reactants Br[C:2]1[CH:3]=[C:4]([NH:10][C:11]2[CH:16]=[CH:15][C:14]([N:17]3[CH:22]4[CH2:23][CH2:24][CH:18]3[CH2:19][N:20]([CH:25]3[CH2:28][O:27][CH2:26]3)[CH2:21]4)=[CH:13][N:12]=2)[C:5](=[O:9])[N:6]([CH3:8])[CH:7]=1.[C:29]([O:32][CH2:33][C:34]1[C:35]([N:43]2[CH2:55][CH2:54][N:46]3[C:47]4[CH2:48][CH2:49][CH2:50][CH2:51][C:52]=4[CH:53]=[C:45]3[C:44]2=[O:56])=[N:36][CH:37]=[CH:38][C:39]=1B(O)O)(=[O:31])[CH3:30].[O-]P([O-])([O-])=O.[K+].[K+].[K+].C([O-])(=O)C.[Na+], predict the reaction product. The product is: [C:29]([O:32][CH2:33][C:34]1[C:35]([N:43]2[CH2:55][CH2:54][N:46]3[C:47]4[CH2:48][CH2:49][CH2:50][CH2:51][C:52]=4[CH:53]=[C:45]3[C:44]2=[O:56])=[N:36][CH:37]=[CH:38][C:39]=1[C:2]1[CH:3]=[C:4]([NH:10][C:11]2[CH:16]=[CH:15][C:14]([N:17]3[CH:22]4[CH2:23][CH2:24][CH:18]3[CH2:19][N:20]([CH:25]3[CH2:28][O:27][CH2:26]3)[CH2:21]4)=[CH:13][N:12]=2)[C:5](=[O:9])[N:6]([CH3:8])[CH:7]=1)(=[O:31])[CH3:30].